This data is from NCI-60 drug combinations with 297,098 pairs across 59 cell lines. The task is: Regression. Given two drug SMILES strings and cell line genomic features, predict the synergy score measuring deviation from expected non-interaction effect. Drug 1: CC12CCC3C(C1CCC2=O)CC(=C)C4=CC(=O)C=CC34C. Drug 2: C(CN)CNCCSP(=O)(O)O. Cell line: TK-10. Synergy scores: CSS=0.758, Synergy_ZIP=-10.5, Synergy_Bliss=-22.4, Synergy_Loewe=-31.4, Synergy_HSA=-22.8.